This data is from Forward reaction prediction with 1.9M reactions from USPTO patents (1976-2016). The task is: Predict the product of the given reaction. (1) Given the reactants [Cl:1][C:2]1[CH:27]=[C:26]([C:28]([F:31])([F:30])[F:29])[CH:25]=[CH:24][C:3]=1[CH2:4][N:5]1[C:9](/[CH:10]=[CH:11]/[C:12]([O:14]CC)=[O:13])=[CH:8][C:7]([O:17][CH:18]2[CH2:23][CH2:22][O:21][CH2:20][CH2:19]2)=[N:6]1.[OH-].[Na+].O1CCCC1, predict the reaction product. The product is: [Cl:1][C:2]1[CH:27]=[C:26]([C:28]([F:30])([F:29])[F:31])[CH:25]=[CH:24][C:3]=1[CH2:4][N:5]1[C:9](/[CH:10]=[CH:11]/[C:12]([OH:14])=[O:13])=[CH:8][C:7]([O:17][CH:18]2[CH2:19][CH2:20][O:21][CH2:22][CH2:23]2)=[N:6]1. (2) Given the reactants [CH:1]([C:4]1[C:13]([NH2:14])=[C:12]2[C:7]([CH:8]=[CH:9][CH:10]=[N:11]2)=[CH:6][CH:5]=1)([CH3:3])[CH3:2].[C:15]1([S:21](Cl)(=[O:23])=[O:22])[CH:20]=[CH:19][CH:18]=[CH:17][CH:16]=1, predict the reaction product. The product is: [CH:1]([C:4]1[C:13]([NH:14][S:21]([C:15]2[CH:20]=[CH:19][CH:18]=[CH:17][CH:16]=2)(=[O:23])=[O:22])=[C:12]2[C:7]([CH:8]=[CH:9][CH:10]=[N:11]2)=[CH:6][CH:5]=1)([CH3:3])[CH3:2]. (3) Given the reactants Cl[CH2:2][CH2:3][CH2:4][C:5]([NH:7][C:8]1[CH:13]=[CH:12][C:11]([NH:14][CH2:15][C:16]([OH:19])([CH3:18])[CH3:17])=[C:10]([N+:20]([O-:22])=[O:21])[CH:9]=1)=[O:6].C[O-].[Na+], predict the reaction product. The product is: [OH:19][C:16]([CH3:18])([CH3:17])[CH2:15][NH:14][C:11]1[CH:12]=[CH:13][C:8]([N:7]2[CH2:2][CH2:3][CH2:4][C:5]2=[O:6])=[CH:9][C:10]=1[N+:20]([O-:22])=[O:21]. (4) Given the reactants [OH:1][B:2]1[C@@H:7]([NH:8][C:9](=[O:17])[CH2:10][CH2:11][C:12]2[S:16][CH:15]=[N:14][CH:13]=2)[CH2:6][C:5]2[CH:18]=[CH:19][CH:20]=[C:21]([C:22]([OH:24])=[O:23])[C:4]=2[O:3]1, predict the reaction product. The product is: [CH2:21]([O:23][C:22]([C:21]1[C:4]2[O:3][B:2]([OH:1])[CH:7]([NH:8][C:9](=[O:17])[CH2:10][CH2:11][C:12]3[S:16][CH:15]=[N:14][CH:13]=3)[CH2:6][C:5]=2[CH:18]=[CH:19][CH:20]=1)=[O:24])[CH2:4][CH2:5][CH3:6]. (5) Given the reactants [CH3:1][C:2]1O[C:4](=[O:15])[C:5]2[C:11]([N+:12]([O-:14])=[O:13])=[CH:10][CH:9]=[CH:8][C:6]=2[N:7]=1.Br.[NH2:17][C@:18]1([CH3:26])[CH2:23][CH2:22][C:21](=[O:24])[NH:20][C:19]1=[O:25].N1C=CN=C1.C1(OP(OC2C=CC=CC=2)OC2C=CC=CC=2)C=CC=CC=1, predict the reaction product. The product is: [CH3:26][C@@:18]1([N:17]2[C:4](=[O:15])[C:5]3[C:6](=[CH:8][CH:9]=[CH:10][C:11]=3[N+:12]([O-:14])=[O:13])[N:7]=[C:2]2[CH3:1])[CH2:23][CH2:22][C:21](=[O:24])[NH:20][C:19]1=[O:25]. (6) The product is: [OH:17][CH2:16][C:9]1[N:10]([CH2:13][CH2:14][CH3:15])[C:11](=[O:12])[N:7]([CH2:6][C:5]2[CH:37]=[CH:38][C:2]([CH3:1])=[CH:3][CH:4]=2)[N:8]=1. Given the reactants [CH3:1][C:2]1[CH:38]=[CH:37][C:5]([CH2:6][N:7]2[C:11](=[O:12])[N:10]([CH2:13][CH2:14][CH3:15])[C:9]([CH2:16][O:17]C(C3C=CC=CC=3)(C3C=CC=CC=3)C3C=CC=CC=3)=[N:8]2)=[CH:4][CH:3]=1.C(O)(C(F)(F)F)=O, predict the reaction product.